From a dataset of Forward reaction prediction with 1.9M reactions from USPTO patents (1976-2016). Predict the product of the given reaction. (1) Given the reactants [NH2:1][C:2]1[CH:7]=[CH:6][C:5]([CH3:8])=[CH:4][C:3]=1[NH:9][CH:10]1[CH2:15][CH2:14][N:13]([C@H:16]2[CH2:21][CH2:20][C@H:19]([O:22][CH2:23][CH3:24])[CH2:18][CH2:17]2)[CH2:12][CH2:11]1.C(N(C(C)C)CC)(C)C.[Cl:34][C:35]([O:38]C(=O)OC(Cl)(Cl)Cl)(Cl)Cl, predict the reaction product. The product is: [ClH:34].[CH2:23]([O:22][C@H:19]1[CH2:20][CH2:21][C@H:16]([N:13]2[CH2:12][CH2:11][CH:10]([N:9]3[C:3]4[CH:4]=[C:5]([CH3:8])[CH:6]=[CH:7][C:2]=4[NH:1][C:35]3=[O:38])[CH2:15][CH2:14]2)[CH2:17][CH2:18]1)[CH3:24]. (2) Given the reactants [CH3:1][O:2][C:3]([C:5]1[C:6]([Cl:13])=[N:7][C:8](Cl)=[CH:9][C:10]=1[CH3:11])=[O:4].C([O-])([O-])=O.[K+].[K+].[NH:20]1[CH2:25][CH2:24][O:23][CH2:22][CH2:21]1.O, predict the reaction product. The product is: [CH3:1][O:2][C:3]([C:5]1[C:6]([Cl:13])=[N:7][C:8]([N:20]2[CH2:25][CH2:24][O:23][CH2:22][CH2:21]2)=[CH:9][C:10]=1[CH3:11])=[O:4].